This data is from Catalyst prediction with 721,799 reactions and 888 catalyst types from USPTO. The task is: Predict which catalyst facilitates the given reaction. Product: [Br:1][C:2]1[N:6]=[C:5]([Br:7])[N:4]([CH2:18][C:16]([C:10]2[CH:9]=[CH:8][C:13]([F:14])=[CH:12][C:11]=2[F:15])=[O:17])[N:3]=1. The catalyst class is: 7. Reactant: [Br:1][C:2]1[N:6]=[C:5]([Br:7])[NH:4][N:3]=1.[CH:8]1[C:13]([F:14])=[CH:12][C:11]([F:15])=[C:10]([C:16]([CH2:18]Cl)=[O:17])[CH:9]=1.C(=O)([O-])[O-].[K+].[K+].